This data is from Reaction yield outcomes from USPTO patents with 853,638 reactions. The task is: Predict the reaction yield, written as a fraction of the theoretical maximum amount of product (1.0 means a 100% yield; for example, 0.34 means a 34% yield). The reactants are [O:1]1[CH2:6][CH2:5][CH:4]([C:7]([C:9]2[S:13][C:12]([NH2:14])=[N:11][C:10]=2[C:15]2[O:16][CH:17]=[CH:18][CH:19]=2)=[O:8])[CH2:3][CH2:2]1.[Cl:20][C:21]1[CH:29]=[CH:28][C:24]([C:25](Cl)=[O:26])=[CH:23][N:22]=1.O. The catalyst is CN(C1C=CN=CC=1)C.N1C=CC=CC=1. The product is [Cl:20][C:21]1[CH:29]=[CH:28][C:24]([C:25]([NH:14][C:12]2[S:13][C:9]([C:7]([CH:4]3[CH2:5][CH2:6][O:1][CH2:2][CH2:3]3)=[O:8])=[C:10]([C:15]3[O:16][CH:17]=[CH:18][CH:19]=3)[N:11]=2)=[O:26])=[CH:23][N:22]=1. The yield is 0.730.